The task is: Predict the reaction yield, written as a fraction of the theoretical maximum amount of product (1.0 means a 100% yield; for example, 0.34 means a 34% yield).. This data is from Reaction yield outcomes from USPTO patents with 853,638 reactions. The reactants are [CH3:1][O:2][C:3]1[C:10]([O:11][CH3:12])=[C:9]([O:13][CH3:14])[CH:8]=[C:7]([CH3:15])[C:4]=1[CH:5]=[O:6].P([O-])(O)(O)=[O:17].[Na+].Cl([O-])=O.[Na+].C(=O)([O-])O.[Na+]. The catalyst is CS(C)=O. The product is [CH3:1][O:2][C:3]1[C:10]([O:11][CH3:12])=[C:9]([O:13][CH3:14])[CH:8]=[C:7]([CH3:15])[C:4]=1[C:5]([OH:17])=[O:6]. The yield is 0.930.